This data is from Reaction yield outcomes from USPTO patents with 853,638 reactions. The task is: Predict the reaction yield, written as a fraction of the theoretical maximum amount of product (1.0 means a 100% yield; for example, 0.34 means a 34% yield). The reactants are [Cl:1][C:2]1[C:11]2[C:6](=[CH:7][CH:8]=[C:9]([S:12]([CH:15]3[CH2:20][CH2:19][O:18][CH2:17][CH2:16]3)(=[O:14])=[O:13])[CH:10]=2)[N:5]=[CH:4][CH:3]=1.[Li+].C[Si]([N-][Si](C)(C)C)(C)C.C1C=CC(S(N(S(C2C=CC=CC=2)(=O)=O)[F:41])(=O)=O)=CC=1. The catalyst is C1COCC1. The product is [Cl:1][C:2]1[C:11]2[C:6](=[CH:7][CH:8]=[C:9]([S:12]([C:15]3([F:41])[CH2:20][CH2:19][O:18][CH2:17][CH2:16]3)(=[O:13])=[O:14])[CH:10]=2)[N:5]=[CH:4][CH:3]=1. The yield is 0.257.